This data is from Full USPTO retrosynthesis dataset with 1.9M reactions from patents (1976-2016). The task is: Predict the reactants needed to synthesize the given product. (1) Given the product [C:39]([OH:42])(=[O:41])/[CH:40]=[CH:33]/[C:32]([OH:35])=[O:34].[F:1][C:2]1[C:7]([C:8]2[N:12]([S:13]([C:16]3[CH:17]=[N:18][CH:19]=[CH:20][CH:21]=3)(=[O:14])=[O:15])[CH:11]=[C:10]([CH2:22][NH:23][CH3:24])[CH:9]=2)=[CH:6][CH:5]=[CH:4][N:3]=1, predict the reactants needed to synthesize it. The reactants are: [F:1][C:2]1[C:7]([C:8]2[N:12]([S:13]([C:16]3[CH:17]=[N:18][CH:19]=[CH:20][CH:21]=3)(=[O:15])=[O:14])[CH:11]=[C:10]([CH2:22][N:23](C)[C:24](=O)OC(C)(C)C)[CH:9]=2)=[CH:6][CH:5]=[CH:4][N:3]=1.[C:32]([O:35]CC)(=[O:34])[CH3:33].Cl.[C:39]([O:42]CC)(=[O:41])[CH3:40]. (2) Given the product [Cl:2][C:3]1[C:4]([N:9]2[CH2:10][CH2:11][N:12]([CH2:15][CH2:16][N:17]([CH3:18])[S:32]([C:30]3[CH:29]=[N:28][N:27]([CH3:26])[CH:31]=3)(=[O:34])=[O:33])[CH2:13][CH2:14]2)=[N:5][CH:6]=[CH:7][N:8]=1, predict the reactants needed to synthesize it. The reactants are: Cl.[Cl:2][C:3]1[C:4]([N:9]2[CH2:14][CH2:13][N:12]([CH2:15][CH2:16][NH:17][CH3:18])[CH2:11][CH2:10]2)=[N:5][CH:6]=[CH:7][N:8]=1.C(N(CC)CC)C.[CH3:26][N:27]1[CH:31]=[C:30]([S:32](Cl)(=[O:34])=[O:33])[CH:29]=[N:28]1.CC(C)=O. (3) Given the product [C:1]([O:5][C:6]([N:8]1[C@H:12]([CH2:13][C:14]2[CH:15]=[CH:16][C:17]([C:20]3[CH:21]=[CH:22][CH:23]=[CH:24][CH:25]=3)=[CH:18][CH:19]=2)[CH2:11][CH:10]([CH2:26][O:27][S:46]([C:43]2[CH:44]=[CH:45][C:40]([CH3:60])=[CH:41][CH:42]=2)(=[O:48])=[O:47])[C:9]1=[O:28])=[O:7])([CH3:3])([CH3:2])[CH3:4].[C:1]([O:5][C:6]([N:8]1[C@H:12]([CH2:13][C:14]2[CH:15]=[CH:16][C:17]([C:20]3[CH:21]=[CH:22][CH:23]=[CH:24][CH:25]=3)=[CH:18][CH:19]=2)[CH2:11][C:10](=[CH2:26])[C:9]1=[O:28])=[O:7])([CH3:4])([CH3:3])[CH3:2], predict the reactants needed to synthesize it. The reactants are: [C:1]([O:5][C:6]([N:8]1[CH:12]([CH2:13][C:14]2[CH:19]=[CH:18][C:17]([C:20]3[CH:25]=[CH:24][CH:23]=[CH:22][CH:21]=3)=[CH:16][CH:15]=2)[CH2:11][CH:10]([CH2:26][OH:27])[C:9]1=[O:28])=[O:7])([CH3:4])([CH3:3])[CH3:2].C(Cl)(Cl)Cl.C(N(CC)CC)C.[C:40]1([CH3:60])[CH:45]=[CH:44][C:43]([S:46](O[S:46]([C:43]2[CH:44]=[CH:45][C:40]([CH3:60])=[CH:41][CH:42]=2)(=[O:48])=[O:47])(=[O:48])=[O:47])=[CH:42][CH:41]=1. (4) Given the product [C:39]([C:41]1[N:42]([CH3:50])[C:43]([C:8]([C:9]2[CH:14]=[CH:13][CH:12]=[CH:11][CH:10]=2)=[O:15])=[N:44][CH:45]=1)#[CH:40], predict the reactants needed to synthesize it. The reactants are: BrC1N(C)C=NC=1.[C:8](Cl)(=[O:15])[C:9]1[CH:14]=[CH:13][CH:12]=[CH:11][CH:10]=1.C(C1C=C(NS(C)(=O)=O)C(OC)=C(NC(=O)C2C=CC(C)=C(N3[CH:40]=[C:39]([C:41]4[N:42]([CH3:50])[C:43](C(O)(C)C)=[N:44][CH:45]=4)N=N3)C=2)C=1)(C)(C)C. (5) Given the product [CH2:1]([O:8][CH:9]1[CH2:18][CH2:17][C:12](=[O:13])[CH2:11][C:10]1([CH3:20])[CH3:19])[C:2]1[CH:7]=[CH:6][CH:5]=[CH:4][CH:3]=1, predict the reactants needed to synthesize it. The reactants are: [CH2:1]([O:8][CH:9]1[CH2:18][CH2:17][C:12]2(OCC[O:13]2)[CH2:11][C:10]1([CH3:20])[CH3:19])[C:2]1[CH:7]=[CH:6][CH:5]=[CH:4][CH:3]=1.C1(C)C=CC(S(O)(=O)=O)=CC=1.O. (6) Given the product [Cl:28][C:26]1[CH:25]=[CH:24][C:23]([O:29][CH3:30])=[C:22]([C:21]2[C:15]3[O:14][CH:13]([CH2:12][NH:33][CH3:32])[CH2:17][C:16]=3[CH:18]=[C:19]([F:31])[CH:20]=2)[CH:27]=1, predict the reactants needed to synthesize it. The reactants are: CC1C=CC(S(O[CH2:12][CH:13]2[CH2:17][C:16]3[CH:18]=[C:19]([F:31])[CH:20]=[C:21]([C:22]4[CH:27]=[C:26]([Cl:28])[CH:25]=[CH:24][C:23]=4[O:29][CH3:30])[C:15]=3[O:14]2)(=O)=O)=CC=1.[CH3:32][NH2:33]. (7) Given the product [C:22]([C:7]1[CH:8]=[C:9]([C:12]#[C:13][C:14]2[CH:15]=[N:16][CH:17]=[C:18]([CH:21]=2)[C:19]#[N:20])[CH:10]=[CH:11][C:6]=1[F:5])#[N:2], predict the reactants needed to synthesize it. The reactants are: [OH-].[NH4+:2].II.[F:5][C:6]1[CH:11]=[CH:10][C:9]([C:12]#[C:13][C:14]2[CH:15]=[N:16][CH:17]=[C:18]([CH:21]=2)[C:19]#[N:20])=[CH:8][C:7]=1[CH:22]=O. (8) Given the product [ClH:32].[ClH:32].[CH:1]([N:4]1[C:9](=[O:10])[CH:8]=[CH:7][C:6]([C:11]2[S:15][C:14]([NH:16][CH2:17][CH2:18][CH2:19][N:20]3[CH2:25][CH2:24][O:23][CH2:22][CH2:21]3)=[N:13][C:12]=2[C:26]2[CH:31]=[CH:30][CH:29]=[CH:28][CH:27]=2)=[N:5]1)([CH3:3])[CH3:2], predict the reactants needed to synthesize it. The reactants are: [CH:1]([N:4]1[C:9](=[O:10])[CH:8]=[CH:7][C:6]([C:11]2[S:15][C:14]([NH:16][CH2:17][CH2:18][CH2:19][N:20]3[CH2:25][CH2:24][O:23][CH2:22][CH2:21]3)=[N:13][C:12]=2[C:26]2[CH:31]=[CH:30][CH:29]=[CH:28][CH:27]=2)=[N:5]1)([CH3:3])[CH3:2].[ClH:32].